Dataset: Forward reaction prediction with 1.9M reactions from USPTO patents (1976-2016). Task: Predict the product of the given reaction. (1) Given the reactants [O:1]1[C:5]2[CH:6]=[CH:7][CH:8]=[C:9]([C:10]3([N:21]4[CH2:30][C@H:29]([F:31])[CH2:28][C@H:22]4[C:23]([N:25]([CH3:27])[CH3:26])=[O:24])[C:18]4[C:13](=[CH:14][CH:15]=[C:16]([Cl:19])[CH:17]=4)[NH:12][C:11]3=[O:20])[C:4]=2[O:3][CH2:2]1.[H-].[Na+].[CH3:34][O:35][C:36]1[CH:41]=[C:40]([O:42][CH3:43])[CH:39]=[CH:38][C:37]=1[S:44](Cl)(=[O:46])=[O:45].C(=O)([O-])[O-].[K+].[K+], predict the reaction product. The product is: [O:1]1[C:5]2[CH:6]=[CH:7][CH:8]=[C:9]([C:10]3([N:21]4[CH2:30][C@H:29]([F:31])[CH2:28][C@H:22]4[C:23]([N:25]([CH3:27])[CH3:26])=[O:24])[C:18]4[C:13](=[CH:14][CH:15]=[C:16]([Cl:19])[CH:17]=4)[N:12]([S:44]([C:37]4[CH:38]=[CH:39][C:40]([O:42][CH3:43])=[CH:41][C:36]=4[O:35][CH3:34])(=[O:46])=[O:45])[C:11]3=[O:20])[C:4]=2[O:3][CH2:2]1. (2) The product is: [Cl:1][C:2]1[CH:7]=[CH:6][C:5]([CH:8]2[C:15]3[C:14]([CH3:16])=[N:13][N:12]([C:17]4[C:18]([O:23][CH3:24])=[N:19][CH:20]=[CH:21][CH:22]=4)[C:11]=3[C:10](=[O:25])[N:9]2[C:27]2[CH:28]=[C:29]([CH3:35])[C:30](=[O:34])[N:31]([CH3:33])[CH:32]=2)=[CH:4][CH:3]=1. Given the reactants [Cl:1][C:2]1[CH:7]=[CH:6][C:5]([CH:8]2[C:15]3[C:14]([CH3:16])=[N:13][N:12]([C:17]4[C:18]([O:23][CH3:24])=[N:19][CH:20]=[CH:21][CH:22]=4)[C:11]=3[C:10](=[O:25])[NH:9]2)=[CH:4][CH:3]=1.I[C:27]1[CH:28]=[C:29]([CH3:35])[C:30](=[O:34])[N:31]([CH3:33])[CH:32]=1, predict the reaction product. (3) Given the reactants [CH:1]([NH:3][CH2:4][CH2:5][CH2:6][CH2:7][N:8]1[CH2:13][CH2:12][CH:11]([C:14]2[CH:15]=[C:16]([NH:20][C:21](=[O:25])[CH:22]([CH3:24])[CH3:23])[CH:17]=[CH:18][CH:19]=2)[CH2:10][CH2:9]1)=[O:2].[Cl:26][C:27]1[CH:28]=[C:29]([N:34]=C=O)[CH:30]=[C:31]([Cl:33])[CH:32]=1, predict the reaction product. The product is: [Cl:26][C:27]1[CH:28]=[C:29]([CH:30]=[C:31]([Cl:33])[CH:32]=1)[NH:34][C:1]([NH:3][CH2:4][CH2:5][CH2:6][CH2:7][N:8]1[CH2:13][CH2:12][CH:11]([C:14]2[CH:15]=[C:16]([NH:20][C:21](=[O:25])[CH:22]([CH3:23])[CH3:24])[CH:17]=[CH:18][CH:19]=2)[CH2:10][CH2:9]1)=[O:2]. (4) Given the reactants I([O-])(=O)(=O)=O.[Na+].[Cl:7][C:8]1[CH:13]=[CH:12][C:11]([C:14]2[O:15][C:16]3[CH:26]=[C:25]([N:27]([C:32]4[CH:37]=[CH:36][C:35]([B:38]5[O:42]C(C)(C)C(C)(C)[O:39]5)=[C:34]([F:47])[CH:33]=4)[S:28]([CH3:31])(=[O:30])=[O:29])[C:24]([CH:48]4[CH2:50][CH2:49]4)=[CH:23][C:17]=3[C:18]=2[C:19]([NH:21][CH3:22])=[O:20])=[CH:10][CH:9]=1.Cl.CCOC(C)=O, predict the reaction product. The product is: [Cl:7][C:8]1[CH:13]=[CH:12][C:11]([C:14]2[O:15][C:16]3[CH:26]=[C:25]([N:27]([C:32]4[CH:37]=[CH:36][C:35]([B:38]([OH:39])[OH:42])=[C:34]([F:47])[CH:33]=4)[S:28]([CH3:31])(=[O:30])=[O:29])[C:24]([CH:48]4[CH2:49][CH2:50]4)=[CH:23][C:17]=3[C:18]=2[C:19](=[O:20])[NH:21][CH3:22])=[CH:10][CH:9]=1. (5) Given the reactants [CH3:1][O:2][C:3]1[CH:4]=[C:5]([C:11]2[N:16]=[CH:15][C:14]3[C:17]([I:20])=[N:18][NH:19][C:13]=3[CH:12]=2)[CH:6]=[C:7]([O:9][CH3:10])[CH:8]=1.[O:21]1[CH:26]=[CH:25][CH2:24][CH2:23][CH2:22]1.CS(O)(=O)=O.C(N(CC)CC)C, predict the reaction product. The product is: [CH3:10][O:9][C:7]1[CH:6]=[C:5]([C:11]2[N:16]=[CH:15][C:14]3[C:17]([I:20])=[N:18][N:19]([CH:22]4[CH2:23][CH2:24][CH2:25][CH2:26][O:21]4)[C:13]=3[CH:12]=2)[CH:4]=[C:3]([O:2][CH3:1])[CH:8]=1. (6) Given the reactants FC(F)(F)C(O)=O.[NH2:8][C:9]([C:11]1[CH:16]=[CH:15][C:14]([NH:17][CH:18]2[CH2:23][CH2:22][N:21](C(OC(C)(C)C)=O)[CH2:20][CH2:19]2)=[C:13]([Cl:31])[CH:12]=1)=[O:10], predict the reaction product. The product is: [Cl:31][C:13]1[CH:12]=[C:11]([CH:16]=[CH:15][C:14]=1[NH:17][CH:18]1[CH2:23][CH2:22][NH:21][CH2:20][CH2:19]1)[C:9]([NH2:8])=[O:10].